Task: Predict the reaction yield, written as a fraction of the theoretical maximum amount of product (1.0 means a 100% yield; for example, 0.34 means a 34% yield).. Dataset: Reaction yield outcomes from USPTO patents with 853,638 reactions (1) The reactants are [CH:1]1([N:6]2[CH2:12][C:11]([F:14])([F:13])[C:10](=[O:15])[N:9]([CH3:16])[C:8]3[CH:17]=[N:18][C:19]([NH:21][C:22]4[CH:30]=[CH:29][C:25]([C:26](O)=[O:27])=[CH:24][C:23]=4[O:31][CH3:32])=[N:20][C:7]2=3)[CH2:5][CH2:4][CH2:3][CH2:2]1.Cl.[CH3:34][N:35]1[CH2:40][CH2:39][N:38]([CH2:41][C:42]2[CH:48]=[CH:47][C:45]([NH2:46])=[CH:44][CH:43]=2)[CH2:37][CH2:36]1.C(N(C(C)C)CC)(C)C.CN(C(ON1N=NC2C=CC=NC1=2)=[N+](C)C)C.F[P-](F)(F)(F)(F)F. The catalyst is CN(C)C=O. The product is [CH:1]1([N:6]2[CH2:12][C:11]([F:14])([F:13])[C:10](=[O:15])[N:9]([CH3:16])[C:8]3[CH:17]=[N:18][C:19]([NH:21][C:22]4[CH:30]=[CH:29][C:25]([C:26]([NH:46][C:45]5[CH:44]=[CH:43][C:42]([CH2:41][N:38]6[CH2:37][CH2:36][N:35]([CH3:34])[CH2:40][CH2:39]6)=[CH:48][CH:47]=5)=[O:27])=[CH:24][C:23]=4[O:31][CH3:32])=[N:20][C:7]2=3)[CH2:5][CH2:4][CH2:3][CH2:2]1. The yield is 0.570. (2) The reactants are [Br:1][C:2]1[C:7]([C:8]([NH2:10])=O)=[CH:6][C:5]([C:11]([F:14])([F:13])[F:12])=[N:4][CH:3]=1.[OH-].[Na+]. The catalyst is P(Cl)(Cl)(Cl)=O. The product is [Br:1][C:2]1[C:7]([C:8]#[N:10])=[CH:6][C:5]([C:11]([F:13])([F:12])[F:14])=[N:4][CH:3]=1. The yield is 0.940.